Dataset: NCI-60 drug combinations with 297,098 pairs across 59 cell lines. Task: Regression. Given two drug SMILES strings and cell line genomic features, predict the synergy score measuring deviation from expected non-interaction effect. (1) Drug 1: CS(=O)(=O)C1=CC(=C(C=C1)C(=O)NC2=CC(=C(C=C2)Cl)C3=CC=CC=N3)Cl. Drug 2: C(CN)CNCCSP(=O)(O)O. Cell line: HOP-62. Synergy scores: CSS=2.12, Synergy_ZIP=-1.20, Synergy_Bliss=-3.48, Synergy_Loewe=-6.89, Synergy_HSA=-4.56. (2) Drug 1: CN(C)N=NC1=C(NC=N1)C(=O)N. Drug 2: B(C(CC(C)C)NC(=O)C(CC1=CC=CC=C1)NC(=O)C2=NC=CN=C2)(O)O. Cell line: SK-MEL-5. Synergy scores: CSS=-0.0160, Synergy_ZIP=-0.419, Synergy_Bliss=2.57, Synergy_Loewe=-1.94, Synergy_HSA=-1.79. (3) Drug 1: C1=CC(=CC=C1CCC2=CNC3=C2C(=O)NC(=N3)N)C(=O)NC(CCC(=O)O)C(=O)O. Drug 2: C1=NC2=C(N=C(N=C2N1C3C(C(C(O3)CO)O)F)Cl)N. Cell line: RPMI-8226. Synergy scores: CSS=27.3, Synergy_ZIP=1.59, Synergy_Bliss=-1.52, Synergy_Loewe=-20.5, Synergy_HSA=-2.44. (4) Drug 1: CCC1=CC2CC(C3=C(CN(C2)C1)C4=CC=CC=C4N3)(C5=C(C=C6C(=C5)C78CCN9C7C(C=CC9)(C(C(C8N6C)(C(=O)OC)O)OC(=O)C)CC)OC)C(=O)OC.C(C(C(=O)O)O)(C(=O)O)O. Drug 2: C1=NC2=C(N1)C(=S)N=C(N2)N. Cell line: SK-MEL-5. Synergy scores: CSS=54.4, Synergy_ZIP=-1.69, Synergy_Bliss=-1.51, Synergy_Loewe=-21.4, Synergy_HSA=0.699. (5) Drug 1: C1CCN(CC1)CCOC2=CC=C(C=C2)C(=O)C3=C(SC4=C3C=CC(=C4)O)C5=CC=C(C=C5)O. Drug 2: C1=NC2=C(N1)C(=S)N=CN2. Cell line: MOLT-4. Synergy scores: CSS=36.1, Synergy_ZIP=0.212, Synergy_Bliss=3.73, Synergy_Loewe=-8.57, Synergy_HSA=2.37. (6) Drug 1: CN(CC1=CN=C2C(=N1)C(=NC(=N2)N)N)C3=CC=C(C=C3)C(=O)NC(CCC(=O)O)C(=O)O. Drug 2: COC1=NC(=NC2=C1N=CN2C3C(C(C(O3)CO)O)O)N. Cell line: A549. Synergy scores: CSS=10.4, Synergy_ZIP=-0.357, Synergy_Bliss=-2.44, Synergy_Loewe=-57.7, Synergy_HSA=-4.13. (7) Drug 1: C1=CN(C=N1)CC(O)(P(=O)(O)O)P(=O)(O)O. Drug 2: C1CN1C2=NC(=NC(=N2)N3CC3)N4CC4. Cell line: RPMI-8226. Synergy scores: CSS=46.7, Synergy_ZIP=-0.386, Synergy_Bliss=0.750, Synergy_Loewe=-9.70, Synergy_HSA=-4.00.